Dataset: Catalyst prediction with 721,799 reactions and 888 catalyst types from USPTO. Task: Predict which catalyst facilitates the given reaction. (1) Reactant: [CH3:1][O:2][C:3]([C:5]1[S:9][CH:8]=[N:7][C:6]=1[SH:10])=[O:4].C(N(CC)CC)C.Br[CH2:19][CH2:20][C:21]([C:24]1[CH:29]=[CH:28][C:27]([F:30])=[CH:26][CH:25]=1)([F:23])[F:22]. Product: [CH3:1][O:2][C:3]([C:5]1[S:9][CH:8]=[N:7][C:6]=1[S:10][CH2:19][CH2:20][C:21]([F:23])([F:22])[C:24]1[CH:29]=[CH:28][C:27]([F:30])=[CH:26][CH:25]=1)=[O:4]. The catalyst class is: 3. (2) Reactant: O1CCCC1.C(OC([N:13]([CH2:45][C:46]([O:48]C(C)(C)C)=[O:47])[C:14]1[CH:19]=[CH:18][CH:17]=[C:16]([CH:20]([CH2:31][C:32]2[CH:37]=[CH:36][C:35]([C:38]3([CH2:41][CH2:42][CH2:43][CH3:44])[CH2:40][CH2:39]3)=[CH:34][CH:33]=2)[NH:21][S:22]([C:25]2[CH:30]=[CH:29][N:28]=[CH:27][CH:26]=2)(=[O:24])=[O:23])[N:15]=1)=O)(C)(C)C.Cl. Product: [CH2:41]([C:38]1([C:35]2[CH:34]=[CH:33][C:32]([CH2:31][CH:20]([NH:21][S:22]([C:25]3[CH:30]=[CH:29][N:28]=[CH:27][CH:26]=3)(=[O:23])=[O:24])[C:16]3[N:15]=[C:14]([NH:13][CH2:45][C:46]([OH:48])=[O:47])[CH:19]=[CH:18][CH:17]=3)=[CH:37][CH:36]=2)[CH2:40][CH2:39]1)[CH2:42][CH2:43][CH3:44]. The catalyst class is: 6. (3) Reactant: [CH:1]12[O:8][CH:7]1[CH2:6][CH2:5][N:4]([C:9]([O:11][CH2:12][C:13]1[CH:18]=[CH:17][CH:16]=[CH:15][CH:14]=1)=[O:10])[CH2:3][CH2:2]2.O.CN(C=O)C.[N-:25]=[N+:26]=[N-:27].[Na+]. Product: [N:25]([CH:1]1[CH:7]([OH:8])[CH2:6][CH2:5][N:4]([C:9]([O:11][CH2:12][C:13]2[CH:18]=[CH:17][CH:16]=[CH:15][CH:14]=2)=[O:10])[CH2:3][CH2:2]1)=[N+:26]=[N-:27]. The catalyst class is: 21.